Dataset: Forward reaction prediction with 1.9M reactions from USPTO patents (1976-2016). Task: Predict the product of the given reaction. (1) Given the reactants [C:1]([N:4]1[C:13]2[C:8](=[CH:9][C:10]([C:14]#[N:15])=[CH:11][CH:12]=2)[C@H:7]([NH2:16])[C@@H:6]([CH3:17])[C@@H:5]1[CH:18]1[CH2:20][CH2:19]1)(=[O:3])[CH3:2].C1OCCOCCOCCOCCOCCOC1.[F-].[K+].Cl[C:42]1[N:47]=[CH:46][C:45]([CH:48]([CH3:50])[CH3:49])=[CH:44][N:43]=1.CCN(C(C)C)C(C)C, predict the reaction product. The product is: [C:1]([N:4]1[C:13]2[C:8](=[CH:9][C:10]([C:14]#[N:15])=[CH:11][CH:12]=2)[C@H:7]([NH:16][C:42]2[N:47]=[CH:46][C:45]([CH:48]([CH3:50])[CH3:49])=[CH:44][N:43]=2)[C@@H:6]([CH3:17])[C@@H:5]1[CH:18]1[CH2:20][CH2:19]1)(=[O:3])[CH3:2]. (2) Given the reactants [C:14]1(P([C:14]2[CH:19]=[CH:18][CH:17]=[CH:16][CH:15]=2)[C:14]2[CH:19]=[CH:18][CH:17]=[CH:16][CH:15]=2)[CH:19]=[CH:18][CH:17]=[CH:16][CH:15]=1.[CH3:20][C:21]1[N:26]=[C:25]([C:27]([O:29][Sn](CCCC)(CCCC)CCCC)=[O:28])[C:24]([Sn](CCCC)(CCCC)CCCC)=[CH:23][CH:22]=1, predict the reaction product. The product is: [CH3:20][C:21]1[N:26]=[C:25]([C:27]([OH:29])=[O:28])[C:24]([C:14]2[CH:15]=[CH:16][CH:17]=[CH:18][CH:19]=2)=[CH:23][CH:22]=1. (3) Given the reactants ClCCl.C(N(CC)CC)C.[CH2:11]([NH2:18])[C:12]1[CH:17]=[CH:16][CH:15]=[CH:14][CH:13]=1.[CH3:19][C:20]1([CH3:45])[C:24](=O)[CH2:23][CH2:22][CH:21]1[NH:26][C:27]1[C:28]2[N:29]([CH:36]=[C:37]([C:39]3[CH:44]=[CH:43][CH:42]=[CH:41][CH:40]=3)[CH:38]=2)[N:30]=[CH:31][C:32]=1[C:33]([NH2:35])=[O:34], predict the reaction product. The product is: [CH2:11]([N:18]=[C:24]1[CH2:23][CH2:22][CH:21]([NH:26][C:27]2[C:28]3[N:29]([CH:36]=[C:37]([C:39]4[CH:44]=[CH:43][CH:42]=[CH:41][CH:40]=4)[CH:38]=3)[N:30]=[CH:31][C:32]=2[C:33]([NH2:35])=[O:34])[C:20]1([CH3:45])[CH3:19])[C:12]1[CH:17]=[CH:16][CH:15]=[CH:14][CH:13]=1. (4) The product is: [Br:20][C:5]1[S:1][C:2]([CH2:6][CH2:7][OH:8])=[CH:3][CH:4]=1. Given the reactants [S:1]1[CH:5]=[CH:4][CH:3]=[C:2]1[CH2:6][CH2:7][OH:8].CC(O)=O.C1C(=O)N([Br:20])C(=O)C1.O, predict the reaction product. (5) Given the reactants [Br:1][C:2]1[CH:7]=[C:6]([CH:8]=[CH:9][C:10](=O)[C:11]([F:17])([F:16])[C:12]([F:15])([F:14])[F:13])[CH:5]=[CH:4][N:3]=1.Cl.[F:20][C:21]1[CH:26]=[C:25]([F:27])[CH:24]=[CH:23][C:22]=1[NH:28][NH2:29].N1CCCCC1, predict the reaction product. The product is: [Br:1][C:2]1[CH:7]=[C:6]([CH:8]2[N:28]([C:22]3[CH:23]=[CH:24][C:25]([F:27])=[CH:26][C:21]=3[F:20])[N:29]=[C:10]([C:11]([F:17])([F:16])[C:12]([F:15])([F:14])[F:13])[CH2:9]2)[CH:5]=[CH:4][N:3]=1.